From a dataset of Reaction yield outcomes from USPTO patents with 853,638 reactions. Predict the reaction yield, written as a fraction of the theoretical maximum amount of product (1.0 means a 100% yield; for example, 0.34 means a 34% yield). (1) The reactants are [C@@H:1]1([N:10]2[C:19]3[N:18]=[CH:17][N:16]=[C:14]([NH2:15])[C:13]=3[N:12]=[CH:11]2)[O:9][C@H:6]([CH2:7][OH:8])[C@@H:4]([OH:5])[C@H:2]1[OH:3].[H-].[Na+].CC[O:24][C:25]([CH3:27])=[O:26]. The catalyst is C(OC(=O)C)(=O)C. The product is [C:25]([OH:26])(=[O:24])[CH3:27].[C:25]([OH:26])(=[O:24])[CH3:27].[C:25]([OH:26])(=[O:24])[CH3:27].[C:25]([OH:26])(=[O:24])[CH3:27].[C:25]([OH:26])(=[O:24])[CH3:27].[C@@H:1]1([N:10]2[C:19]3[N:18]=[CH:17][N:16]=[C:14]([NH2:15])[C:13]=3[N:12]=[CH:11]2)[O:9][C@H:6]([CH2:7][OH:8])[C@@H:4]([OH:5])[C@H:2]1[OH:3]. The yield is 0.310. (2) The reactants are C[O:2][C:3]([C:5]1[S:6][C:7]([C:38]2[CH:43]=[CH:42][CH:41]=[CH:40][CH:39]=2)=[CH:8][C:9]=1[N:10]([C:29]([CH:31]1[CH2:36][CH2:35][CH:34]([CH3:37])[CH2:33][CH2:32]1)=[O:30])[CH:11]1[CH2:16][CH2:15][CH:14]([O:17]C(=O)C2C=CC([N+]([O-])=O)=CC=2)[CH2:13][CH2:12]1)=[O:4].O.[Li+].[OH-]. The catalyst is O1CCOCC1. The product is [OH:17][CH:14]1[CH2:15][CH2:16][CH:11]([N:10]([C:29]([CH:31]2[CH2:32][CH2:33][CH:34]([CH3:37])[CH2:35][CH2:36]2)=[O:30])[C:9]2[CH:8]=[C:7]([C:38]3[CH:39]=[CH:40][CH:41]=[CH:42][CH:43]=3)[S:6][C:5]=2[C:3]([OH:4])=[O:2])[CH2:12][CH2:13]1. The yield is 0.470.